This data is from Full USPTO retrosynthesis dataset with 1.9M reactions from patents (1976-2016). The task is: Predict the reactants needed to synthesize the given product. (1) Given the product [Cl:24][C:23]1[C:15]([S:14][C:5]2[N:4]([CH2:3][CH2:2][NH:1][CH2:25][C:26]([CH3:29])([CH3:28])[CH3:27])[C:12]3[CH:11]=[CH:10][N:9]=[C:8]([NH2:13])[C:7]=3[N:6]=2)=[CH:16][C:17]2[O:21][CH2:20][O:19][C:18]=2[CH:22]=1, predict the reactants needed to synthesize it. The reactants are: [NH2:1][CH2:2][CH2:3][N:4]1[C:12]2[CH:11]=[CH:10][N:9]=[C:8]([NH2:13])[C:7]=2[N:6]=[C:5]1[S:14][C:15]1[C:23]([Cl:24])=[CH:22][C:18]2[O:19][CH2:20][O:21][C:17]=2[CH:16]=1.[CH:25](=O)[C:26]([CH3:29])([CH3:28])[CH3:27].[BH3-]C#N.[Na+]. (2) Given the product [N:23]1[C:22]2[NH:26][CH:27]=[CH:28][C:21]=2[C:20]([C:18]2[CH:17]=[N:16][N:15]([C:4]3([CH2:3][C:1]#[N:2])[CH2:7][N:6]([C:8]([O:10][C:11]([CH3:12])([CH3:13])[CH3:14])=[O:9])[CH2:5]3)[CH:19]=2)=[CH:25][N:24]=1, predict the reactants needed to synthesize it. The reactants are: [C:1]([CH2:3][C:4]1([N:15]2[CH:19]=[C:18]([C:20]3[C:21]4[CH:28]=[CH:27][N:26](COC(=O)C(C)(C)C)[C:22]=4[N:23]=[N:24][CH:25]=3)[CH:17]=[N:16]2)[CH2:7][N:6]([C:8]([O:10][C:11]([CH3:14])([CH3:13])[CH3:12])=[O:9])[CH2:5]1)#[N:2].[OH-].[Na+]. (3) Given the product [ClH:37].[CH3:1][C:2]1[N:7]=[CH:6][C:5]([CH2:8][O:9][C:10]2[CH:15]=[CH:14][N:13]([C:16]3[CH:21]=[CH:20][C:19]4[C:22]5[CH2:27][CH2:26][NH:25][CH2:24][C:23]=5[S:35][C:18]=4[CH:17]=3)[C:12](=[O:36])[CH:11]=2)=[CH:4][CH:3]=1, predict the reactants needed to synthesize it. The reactants are: [CH3:1][C:2]1[N:7]=[CH:6][C:5]([CH2:8][O:9][C:10]2[CH:15]=[CH:14][N:13]([C:16]3[CH:21]=[CH:20][C:19]4[C:22]5[CH2:27][CH2:26][N:25](C(OC(C)(C)C)=O)[CH2:24][C:23]=5[S:35][C:18]=4[CH:17]=3)[C:12](=[O:36])[CH:11]=2)=[CH:4][CH:3]=1.[ClH:37]. (4) Given the product [CH3:3][CH:2]([CH2:4][N:5]([S:29]([C:32]1[CH:37]=[CH:36][C:35]([NH2:38])=[CH:34][CH:33]=1)(=[O:31])=[O:30])[CH2:6][C@@H:7]([OH:28])[C@@H:8]([NH:16][C:17]([O:19][C@@H:20]1[C@@H:24]2[CH2:25][CH2:26][O:27][C@@H:23]2[O:22][CH2:21]1)=[O:18])[CH2:9][C:10]1[CH:15]=[CH:14][CH:13]=[CH:12][CH:11]=1)[CH3:1], predict the reactants needed to synthesize it. The reactants are: [CH3:1][CH:2]([CH2:4][N:5]([S:29]([C:32]1[CH:33]=[CH:34][C:35]([NH2:38])=[CH:36][CH:37]=1)(=[O:31])=[O:30])[CH2:6][C@@H:7]([OH:28])[C@@H:8]([NH:16][C:17]([O:19][C@@H:20]1[C@@H:24]2[CH2:25][CH2:26][O:27][C@@H:23]2[O:22][CH2:21]1)=[O:18])[CH2:9][C:10]1[CH:11]=[CH:12][CH:13]=[CH:14][CH:15]=1)[CH3:3].C([O-])(C)C. (5) Given the product [F:12][C:8]1[CH:7]=[C:6]2[C:11](=[CH:10][CH:9]=1)[CH:16]([C:15]([OH:13])=[O:17])[CH2:4][CH2:5]2, predict the reactants needed to synthesize it. The reactants are: C(C1[C:11]2[C:6](=[CH:7][C:8]([F:12])=[CH:9][CH:10]=2)[CH2:5][CH2:4]1)#N.[OH-:13].[K+].[CH2:15]([OH:17])[CH3:16].